The task is: Predict the reactants needed to synthesize the given product.. This data is from Full USPTO retrosynthesis dataset with 1.9M reactions from patents (1976-2016). (1) Given the product [CH2:32]([O:10][C:8]1[N:7]([CH2:11][C:12]2[CH:17]=[CH:16][C:15]([C:18]3[C:19]([C:24]#[N:25])=[CH:20][CH:21]=[CH:22][CH:23]=3)=[CH:14][CH:13]=2)[C:6]2[S:26][C:3]([CH2:1][CH3:2])=[CH:4][C:5]=2[N:9]=1)[CH3:33], predict the reactants needed to synthesize it. The reactants are: [CH2:1]([C:3]1[S:26][C:6]2[N:7]([CH2:11][C:12]3[CH:17]=[CH:16][C:15]([C:18]4[C:19]([C:24]#[N:25])=[CH:20][CH:21]=[CH:22][CH:23]=4)=[CH:14][CH:13]=3)[C:8](=[O:10])[NH:9][C:5]=2[CH:4]=1)[CH3:2].F[B-](F)(F)F.[CH2:32]([O+](CC)CC)[CH3:33]. (2) Given the product [OH:17][N:16]=[C:7]([C:6]1[N:2]([CH3:1])[CH:3]=[N:4][CH:5]=1)[C:9]1[CH:14]=[CH:13][CH:12]=[CH:11][CH:10]=1, predict the reactants needed to synthesize it. The reactants are: [CH3:1][N:2]1[C:6]([C:7]([C:9]2[CH:14]=[CH:13][CH:12]=[CH:11][CH:10]=2)=O)=[CH:5][N:4]=[CH:3]1.Cl.[NH2:16][OH:17]. (3) Given the product [CH:30]1[C:31]2[C:26](=[CH:25][C:24]([NH:23][C:11](=[O:13])[CH:10]([C:14]3[CH:18]=[CH:17][S:16][CH:15]=3)[CH2:9][NH:8][C:6](=[O:7])[O:5][C:1]([CH3:2])([CH3:3])[CH3:4])=[CH:33][CH:32]=2)[CH:27]=[CH:28][N:29]=1, predict the reactants needed to synthesize it. The reactants are: [C:1]([O:5][C:6]([NH:8][CH2:9][CH:10]([C:14]1[CH:18]=[CH:17][S:16][CH:15]=1)[C:11]([OH:13])=O)=[O:7])([CH3:4])([CH3:3])[CH3:2].C(Cl)CCl.[NH2:23][C:24]1[CH:25]=[C:26]2[C:31](=[CH:32][CH:33]=1)[CH:30]=[N:29][CH:28]=[CH:27]2.C([O-])(O)=O.[Na+]. (4) Given the product [C:36]([C:2]1[CH:3]=[C:4]([NH:15][C:16]2[C:17]([C:32]([NH2:34])=[O:33])=[N:18][CH:19]=[C:20]([O:22][C:23]3[CH:28]=[CH:27][CH:26]=[C:25]([N+:29]([O-:31])=[O:30])[CH:24]=3)[N:21]=2)[CH:5]=[CH:6][C:7]=1[N:8]1[CH2:9][CH2:10][N:11]([CH3:14])[CH2:12][CH2:13]1)#[N:35], predict the reactants needed to synthesize it. The reactants are: Br[C:2]1[CH:3]=[C:4]([NH:15][C:16]2[C:17]([C:32]([NH2:34])=[O:33])=[N:18][CH:19]=[C:20]([O:22][C:23]3[CH:28]=[CH:27][CH:26]=[C:25]([N+:29]([O-:31])=[O:30])[CH:24]=3)[N:21]=2)[CH:5]=[CH:6][C:7]=1[N:8]1[CH2:13][CH2:12][N:11]([CH3:14])[CH2:10][CH2:9]1.[N:35]1C=CC=C[CH:36]=1.N.C(=O)([O-])O.[Na+].